Task: Predict the reactants needed to synthesize the given product.. Dataset: Full USPTO retrosynthesis dataset with 1.9M reactions from patents (1976-2016) (1) Given the product [F:32][C:29]1[CH:30]=[C:31]2[C:26](=[CH:27][CH:28]=1)[NH:25][C:4]1[C:5]([O:23][CH3:24])=[C:6]3[NH:7][C:8]4[CH:9]=[CH:10][C:11]([F:15])=[CH:12][C:13]=4[C:14]3=[C:2]([NH:41][CH3:40])[C:3]2=1, predict the reactants needed to synthesize it. The reactants are: Br[C:2]1[C:14]2[C:13]3[C:8](=[CH:9][CH:10]=[C:11]([F:15])[CH:12]=3)[N:7](C(OC(C)(C)C)=O)[C:6]=2[C:5]([O:23][CH3:24])=[C:4]2[N:25](C(OC(C)(C)C)=O)[C:26]3[CH:27]=[CH:28][C:29]([F:32])=[CH:30][C:31]=3[C:3]=12.[CH3:40][NH2:41].C1C=CC(P(C2C(C3C(P(C4C=CC=CC=4)C4C=CC=CC=4)=CC=C4C=3C=CC=C4)=C3C(C=CC=C3)=CC=2)C2C=CC=CC=2)=CC=1.CC([O-])(C)C.[Na+]. (2) Given the product [NH:8]1[CH2:12][CH2:11][C@@H:10]([NH:13][C:14]([C:16]2[C:24]3[C:19](=[N:20][CH:21]=[C:22]([C:25]4[C:33]5[C:28](=[CH:29][C:30]([F:34])=[CH:31][CH:32]=5)[N:27]([CH3:35])[N:26]=4)[N:23]=3)[N:18]([CH2:36][O:37][CH2:38][CH2:39][Si:40]([CH3:43])([CH3:42])[CH3:41])[CH:17]=2)=[O:15])[CH2:9]1, predict the reactants needed to synthesize it. The reactants are: C([N:8]1[CH2:12][CH2:11][C@@H:10]([NH:13][C:14]([C:16]2[C:24]3[C:19](=[N:20][CH:21]=[C:22]([C:25]4[C:33]5[C:28](=[CH:29][C:30]([F:34])=[CH:31][CH:32]=5)[N:27]([CH3:35])[N:26]=4)[N:23]=3)[N:18]([CH2:36][O:37][CH2:38][CH2:39][Si:40]([CH3:43])([CH3:42])[CH3:41])[CH:17]=2)=[O:15])[CH2:9]1)C1C=CC=CC=1.CN(C1C2C(N(C)C)=CC=CC=2C=CC=1)C.ClC(OC(Cl)C)=O. (3) The reactants are: [F:1][C:2]([F:12])([F:11])[C:3]([CH3:10])([C:6]([F:9])([F:8])[F:7])[CH2:4][OH:5].CC(OI1(OC(C)=O)(OC(C)=O)OC(=O)C2C=CC=CC1=2)=O. Given the product [F:1][C:2]([F:11])([F:12])[C:3]([CH3:10])([C:6]([F:7])([F:9])[F:8])[CH:4]=[O:5], predict the reactants needed to synthesize it. (4) Given the product [NH2:35][C:33]1[CH:32]=[C:31]([N:38]2[C:42](=[O:43])[N:41]([CH3:44])[N:40]=[N:39]2)[CH:30]=[C:29]([F:28])[CH:34]=1, predict the reactants needed to synthesize it. The reactants are: CC1C=C2N=C3C(=NC(NC3=O)=O)N(C[C@H](O)[C@H](O)[C@H](O)CO)C2=CC=1C.[F:28][C:29]1[CH:30]=[C:31]([N:38]2[C:42](=[O:43])[N:41]([CH3:44])[N:40]=[N:39]2)[CH:32]=[C:33]([N+:35]([O-])=O)[CH:34]=1. (5) Given the product [CH2:1]([O:8][C:9]1[CH:19]=[CH:18][CH:17]=[C:16]([O:20][CH2:21][CH2:22][CH2:23][CH2:24][C:45]2[CH:46]=[CH:47][C:42]([O:41][CH2:34][C:35]3[CH:36]=[CH:37][CH:38]=[CH:39][CH:40]=3)=[C:43]([N:49]3[CH2:50][C:51](=[O:56])[NH:52][S:53]3(=[O:54])=[O:55])[CH:44]=2)[C:10]=1[C:11]([N:13]([CH3:15])[CH3:14])=[O:12])[C:2]1[CH:3]=[CH:4][CH:5]=[CH:6][CH:7]=1, predict the reactants needed to synthesize it. The reactants are: [CH2:1]([O:8][C:9]1[CH:19]=[CH:18][CH:17]=[C:16]([O:20][CH2:21][CH2:22][CH:23]=[CH2:24])[C:10]=1[C:11]([N:13]([CH3:15])[CH3:14])=[O:12])[C:2]1[CH:7]=[CH:6][CH:5]=[CH:4][CH:3]=1.B1C2CCCC1CCC2.[CH2:34]([O:41][C:42]1[CH:47]=[CH:46][C:45](Br)=[CH:44][C:43]=1[N:49]1[S:53](=[O:55])(=[O:54])[NH:52][C:51](=[O:56])[CH2:50]1)[C:35]1[CH:40]=[CH:39][CH:38]=[CH:37][CH:36]=1.C([O-])([O-])=O.[K+].[K+]. (6) The reactants are: [F:1][CH:2]1[CH2:7][C:6]([F:9])([F:8])[C@:5]([C:11]2[CH:16]=[CH:15][CH:14]=[CH:13][C:12]=2[F:17])([CH3:10])[NH:4][C:3]1=[O:18].[C:19](O[C:19]([O:21][C:22]([CH3:25])([CH3:24])[CH3:23])=[O:20])([O:21][C:22]([CH3:25])([CH3:24])[CH3:23])=[O:20]. Given the product [F:8][C:6]1([F:9])[CH2:7][CH:2]([F:1])[C:3](=[O:18])[N:4]([C:19]([O:21][C:22]([CH3:25])([CH3:24])[CH3:23])=[O:20])[C@@:5]1([C:11]1[CH:16]=[CH:15][CH:14]=[CH:13][C:12]=1[F:17])[CH3:10], predict the reactants needed to synthesize it. (7) The reactants are: Cl[C:2]1[CH:7]=[C:6]([C:8]2[CH:13]=[CH:12][CH:11]=[C:10]([Cl:14])[C:9]=2[Cl:15])[N:5]=[C:4]([NH2:16])[N:3]=1.[CH:17]12[CH2:25][CH:21]3[CH2:22][CH:23]([CH2:24]1)[C:19]([NH2:26])([CH2:20]3)[CH2:18]2.C(N(CC)CC)C. Given the product [Cl:15][C:9]1[C:10]([Cl:14])=[CH:11][CH:12]=[CH:13][C:8]=1[C:6]1[N:5]=[C:4]([NH2:16])[N:3]=[C:2]([NH:26][C:19]23[CH2:20][CH:21]4[CH2:25][CH:17]([CH2:24][CH:23]2[CH2:22]4)[CH2:18]3)[CH:7]=1, predict the reactants needed to synthesize it. (8) Given the product [C:20]([O:13][CH:9]([CH2:10][C:11]#[CH:12])[CH:8]=[CH:7][C:4]1[CH:5]=[CH:6][N:1]=[CH:2][CH:3]=1)(=[O:22])[CH3:21], predict the reactants needed to synthesize it. The reactants are: [N:1]1[CH:6]=[CH:5][C:4]([CH:7]=[CH:8][CH:9]([OH:13])[CH2:10][C:11]#[CH:12])=[CH:3][CH:2]=1.N1C=CC=CC=1.[C:20](OC(=O)C)(=[O:22])[CH3:21].